Dataset: Forward reaction prediction with 1.9M reactions from USPTO patents (1976-2016). Task: Predict the product of the given reaction. (1) Given the reactants [O:1]=[C:2]1[C:11]2[CH2:10][CH2:9][CH2:8][CH2:7][C:6]=2[C:5]([CH2:12][C:13]2[CH:14]=[C:15]([CH:31]=[CH:32][CH:33]=2)[C:16]([N:18]2[CH2:23][CH2:22][N:21](C(OC(C)(C)C)=O)[CH2:20][CH2:19]2)=[O:17])=[N:4][NH:3]1.[F:34][C:35]([F:40])([F:39])[C:36]([OH:38])=[O:37], predict the reaction product. The product is: [N:18]1([C:16]([C:15]2[CH:14]=[C:13]([CH:33]=[CH:32][CH:31]=2)[CH2:12][C:5]2[C:6]3[CH2:7][CH2:8][CH2:9][CH2:10][C:11]=3[C:2](=[O:1])[NH:3][N:4]=2)=[O:17])[CH2:23][CH2:22][NH:21][CH2:20][CH2:19]1.[F:34][C:35]([F:40])([F:39])[C:36]([OH:38])=[O:37]. (2) Given the reactants C(N(C(C)C)CC)(C)C.[OH:10][CH2:11][CH:12]1[CH2:17][CH2:16][N:15]([C:18]([O:20][C:21]([CH3:24])([CH3:23])[CH3:22])=[O:19])[CH2:14][CH2:13]1.ClC(Cl)(O[C:29](=[O:35])OC(Cl)(Cl)Cl)Cl.[NH2:37][C:38]1[CH:43]=[CH:42][CH:41]=[CH:40][C:39]=1[C:44]1[S:45][CH:46]=[C:47]([CH2:49][OH:50])[N:48]=1, predict the reaction product. The product is: [OH:50][CH2:49][C:47]1[N:48]=[C:44]([C:39]2[CH:40]=[CH:41][CH:42]=[CH:43][C:38]=2[NH:37][C:29]([O:10][CH2:11][CH:12]2[CH2:17][CH2:16][N:15]([C:18]([O:20][C:21]([CH3:24])([CH3:23])[CH3:22])=[O:19])[CH2:14][CH2:13]2)=[O:35])[S:45][CH:46]=1. (3) Given the reactants [O:1]=[C:2]1[C:10]2[C:5](=[CH:6][CH:7]=[CH:8][CH:9]=2)[C:4](=[O:11])[N:3]1[CH2:12][CH2:13][C:14]1[N:18]([CH3:19])[N:17]=[C:16]([C:20]([O:22]CC)=[O:21])[CH:15]=1, predict the reaction product. The product is: [O:11]=[C:4]1[C:5]2[C:10](=[CH:9][CH:8]=[CH:7][CH:6]=2)[C:2](=[O:1])[N:3]1[CH2:12][CH2:13][C:14]1[N:18]([CH3:19])[N:17]=[C:16]([C:20]([OH:22])=[O:21])[CH:15]=1. (4) Given the reactants Br[C:2]1[C:10]2[C:9](=[O:11])[NH:8][CH:7]=[N:6][C:5]=2[N:4]([C@H:12]2[O:18][C@@H:17]([CH2:19][O:20]C(=O)C3C=CC=CC=3)[C@:15](C(=O)C3C=CC=CC=3)([OH:16])[C@:13]2(C(=O)C2C=CC=CC=2)[OH:14])[N:3]=1.[NH3:45], predict the reaction product. The product is: [NH2:45][C:2]1[C:10]2[C:9](=[O:11])[NH:8][CH:7]=[N:6][C:5]=2[N:4]([C@H:12]2[O:18][C@@H:17]([CH2:19][OH:20])[C@H:15]([OH:16])[C@@H:13]2[OH:14])[N:3]=1. (5) Given the reactants FC(F)(F)C1C=C(NC(=O)NC2C=CC(C3SC(CCC(OC)=O)=NC=3)=CC=2)C=CC=1.[NH2:32][C:33]1[CH:38]=[CH:37][C:36]([C:39]2[S:43][C:42]([CH:44]3[CH2:49][CH2:48][CH:47]([CH2:50][C:51]([O:53][CH2:54][CH3:55])=[O:52])[CH2:46][CH2:45]3)=[N:41][CH:40]=2)=[CH:35][CH:34]=1.[F:56][C:57]1[CH:58]=[C:59]([N:64]=[C:65]=[O:66])[CH:60]=[C:61]([F:63])[CH:62]=1, predict the reaction product. The product is: [F:56][C:57]1[CH:58]=[C:59]([NH:64][C:65](=[O:66])[NH:32][C:33]2[CH:34]=[CH:35][C:36]([C:39]3[S:43][C:42]([CH:44]4[CH2:45][CH2:46][CH:47]([CH2:50][C:51]([O:53][CH2:54][CH3:55])=[O:52])[CH2:48][CH2:49]4)=[N:41][CH:40]=3)=[CH:37][CH:38]=2)[CH:60]=[C:61]([F:63])[CH:62]=1. (6) The product is: [N:34]1([C:35]2[CH:36]=[CH:37][CH:38]=[CH:39][C:40]=2[CH2:41][N:22]2[CH2:23][CH2:24][CH:19]([NH:18][C:16]3[C:15]4[C:10](=[CH:11][CH:12]=[CH:13][CH:14]=4)[N:9]=[C:8]([NH:7][CH2:6][CH2:5][CH2:4][N:3]([CH2:1][CH3:2])[CH2:25][CH3:26])[N:17]=3)[CH2:20][CH2:21]2)[CH:30]=[CH:31][N:32]=[CH:33]1. Given the reactants [CH2:1]([N:3]([CH2:25][CH3:26])[CH2:4][CH2:5][CH2:6][NH:7][C:8]1[N:17]=[C:16]([NH:18][CH:19]2[CH2:24][CH2:23][NH:22][CH2:21][CH2:20]2)[C:15]2[C:10](=[CH:11][CH:12]=[CH:13][CH:14]=2)[N:9]=1)[CH3:2].CN(C)C[CH2:30][CH2:31][NH:32][C:33]1N=[C:41](NC2CCNCC2)[C:40]2[C:35](=[CH:36][CH:37]=[CH:38][CH:39]=2)[N:34]=1.N1(C2C=CC=CC=2C=O)C=CN=C1.[BH3-]C#N.[Na+], predict the reaction product. (7) Given the reactants C(O[BH-](OC(=O)C)OC(=O)C)(=O)C.[Na+].C(O)(=O)C.[F:19][C:20]1[CH:25]=[CH:24][C:23]([C:26]2[CH:53]=[CH:52][C:29]3[N:30]([C:33]([C:46]4[CH:51]=[CH:50][CH:49]=[CH:48][CH:47]=4)([C:40]4[CH:45]=[CH:44][CH:43]=[CH:42][CH:41]=4)[C:34]4[CH:39]=[CH:38][CH:37]=[CH:36][CH:35]=4)[N:31]=[N:32][C:28]=3[CH:27]=2)=[CH:22][C:21]=1[CH:54]=O.[C:56]([O:60][C:61]([N:63]1[CH2:67][CH2:66][CH2:65][C@@H:64]1[CH2:68][NH:69][CH2:70][C:71]1[CH:76]=[CH:75][C:74]([F:77])=[CH:73][CH:72]=1)=[O:62])([CH3:59])([CH3:58])[CH3:57], predict the reaction product. The product is: [C:56]([O:60][C:61]([N:63]1[CH2:67][CH2:66][CH2:65][C@@H:64]1[CH2:68][N:69]([CH2:70][C:71]1[CH:76]=[CH:75][C:74]([F:77])=[CH:73][CH:72]=1)[CH2:54][C:21]1[CH:22]=[C:23]([C:26]2[CH:53]=[CH:52][C:29]3[N:30]([C:33]([C:46]4[CH:47]=[CH:48][CH:49]=[CH:50][CH:51]=4)([C:40]4[CH:45]=[CH:44][CH:43]=[CH:42][CH:41]=4)[C:34]4[CH:39]=[CH:38][CH:37]=[CH:36][CH:35]=4)[N:31]=[N:32][C:28]=3[CH:27]=2)[CH:24]=[CH:25][C:20]=1[F:19])=[O:62])([CH3:59])([CH3:57])[CH3:58].